From a dataset of Reaction yield outcomes from USPTO patents with 853,638 reactions. Predict the reaction yield, written as a fraction of the theoretical maximum amount of product (1.0 means a 100% yield; for example, 0.34 means a 34% yield). (1) The reactants are [Cl:1][C:2]1[CH:10]=[CH:9][C:8]([C:11]2[CH:12]=[CH:13][C:14]3[O:18][C:17]([C:19]4[CH:24]=[CH:23][C:22]([F:25])=[CH:21][CH:20]=4)=[C:16]([C:26](=[O:29])[NH:27][CH3:28])[C:15]=3[CH:30]=2)=[CH:7][C:3]=1[C:4](O)=[O:5].[N:31]1[CH:36]=[CH:35][CH:34]=[CH:33][C:32]=1[C:37]1([NH2:40])[CH2:39][CH2:38]1.CN(C=O)C.CN(C(ON1N=NC2C=CC=NC1=2)=[N+](C)C)C.F[P-](F)(F)(F)(F)F. The catalyst is C(OCC)(=O)C. The product is [Cl:1][C:2]1[CH:10]=[CH:9][C:8]([C:11]2[CH:12]=[CH:13][C:14]3[O:18][C:17]([C:19]4[CH:20]=[CH:21][C:22]([F:25])=[CH:23][CH:24]=4)=[C:16]([C:26]([NH:27][CH3:28])=[O:29])[C:15]=3[CH:30]=2)=[CH:7][C:3]=1[C:4](=[O:5])[NH:40][C:37]1([C:32]2[CH:33]=[CH:34][CH:35]=[CH:36][N:31]=2)[CH2:39][CH2:38]1. The yield is 0.664. (2) The reactants are [CH2:1]([O:3][CH:4]([O:13][CH2:14][CH3:15])[C:5]1[CH:6]=[C:7]([CH:10]=[CH:11][CH:12]=1)[CH:8]=[O:9])[CH3:2].[BH4-].[Na+].O. The catalyst is CCO. The product is [CH2:14]([O:13][CH:4]([O:3][CH2:1][CH3:2])[C:5]1[CH:6]=[C:7]([CH2:8][OH:9])[CH:10]=[CH:11][CH:12]=1)[CH3:15]. The yield is 0.960. (3) The reactants are [CH3:1][O:2][C:3]([NH:5][C@H:6]([C:11]([N:13]1[CH2:17][C@@H:16]([CH3:18])[CH2:15][C@H:14]1[C:19]1[NH:20][C:21]([C:24]2[CH:29]=[C:28]3[CH2:30][O:31][C:32]4[CH:59]=[C:58]5[C:35]([CH:36]=[CH:37][C:38]6[N:42]=[C:41]([C@@H:43]7[CH2:47][C@H:46]([CH2:48][O:49][CH3:50])[CH2:45][N:44]7[C:51](OC(C)(C)C)=[O:52])[NH:40][C:39]=65)=[CH:34][C:33]=4[C:27]3=[CH:26][CH:25]=2)=[CH:22][N:23]=1)=[O:12])[C@@H:7]([CH2:9][CH3:10])[CH3:8])=[O:4].[CH3:60][O:61][C:62]([NH:64][C@H:65]([C:69]1[CH:74]=[CH:73][CH:72]=[CH:71][CH:70]=1)C(O)=O)=[O:63].CCOC(C(C#N)=NOC(N1CCOCC1)=[N+](C)C)=O.F[P-](F)(F)(F)(F)F.C(N(C(C)C)CC)(C)C. The catalyst is Cl.CCO. The product is [CH3:1][O:2][C:3]([NH:5][C@@H:6]([C@H:7]([CH3:8])[CH2:9][CH3:10])[C:11]([N:13]1[CH2:17][C@@H:16]([CH3:18])[CH2:15][C@H:14]1[C:19]1[NH:20][C:21]([C:24]2[CH:29]=[C:28]3[CH2:30][O:31][C:32]4[CH:59]=[C:58]5[C:35]([CH:36]=[CH:37][C:38]6[N:42]=[C:41]([C@@H:43]7[CH2:47][C@H:46]([CH2:48][O:49][CH3:50])[CH2:45][N:44]7[C:51](=[O:52])[C@H:65]([NH:64][C:62](=[O:63])[O:61][CH3:60])[C:69]7[CH:74]=[CH:73][CH:72]=[CH:71][CH:70]=7)[NH:40][C:39]=65)=[CH:34][C:33]=4[C:27]3=[CH:26][CH:25]=2)=[CH:22][N:23]=1)=[O:12])=[O:4]. The yield is 0.500. (4) The reactants are [CH2:1]([CH:8]1[CH2:12][O:11][C:10](=[O:13])[N:9]1[C:14](=[O:23])[C:15]([CH2:17][CH:18]1[CH2:22][CH2:21][CH2:20][CH2:19]1)=[CH2:16])[C:2]1[CH:7]=[CH:6][CH:5]=[CH:4][CH:3]=1.[O:24]1[CH2:29][CH2:28][CH2:27][CH2:26][CH:25]1[O:30][NH2:31]. No catalyst specified. The product is [CH2:1]([CH:8]1[CH2:12][O:11][C:10](=[O:13])[N:9]1[C:14](=[O:23])[CH:15]([CH2:17][CH:18]1[CH2:19][CH2:20][CH2:21][CH2:22]1)[CH2:16][NH:31][O:30][CH:25]1[CH2:26][CH2:27][CH2:28][CH2:29][O:24]1)[C:2]1[CH:3]=[CH:4][CH:5]=[CH:6][CH:7]=1. The yield is 0.690. (5) The product is [CH2:1]([N:3]([CH2:4][CH2:5][OH:6])[CH2:8][CH2:9][CH2:10][O:11][C:12]1[CH:21]=[C:20]2[C:15]([C:16]([NH:22][C:23]3[CH:27]=[C:26]([CH2:28][C:29]([NH:31][C:32]4[CH:37]=[CH:36][CH:35]=[C:34]([F:38])[CH:33]=4)=[O:30])[NH:25][N:24]=3)=[N:17][CH:18]=[N:19]2)=[CH:14][C:13]=1[F:39])[CH3:2]. The reactants are [CH2:1]([NH:3][CH2:4][CH2:5][OH:6])[CH3:2].Cl[CH2:8][CH2:9][CH2:10][O:11][C:12]1[CH:21]=[C:20]2[C:15]([C:16]([NH:22][C:23]3[CH:27]=[C:26]([CH2:28][C:29]([NH:31][C:32]4[CH:37]=[CH:36][CH:35]=[C:34]([F:38])[CH:33]=4)=[O:30])[NH:25][N:24]=3)=[N:17][CH:18]=[N:19]2)=[CH:14][C:13]=1[F:39]. The yield is 0.730. No catalyst specified.